Dataset: hERG channel blocking data for cardiac toxicity assessment. Task: Regression/Classification. Given a drug SMILES string, predict its toxicity properties. Task type varies by dataset: regression for continuous values (e.g., LD50, hERG inhibition percentage) or binary classification for toxic/non-toxic outcomes (e.g., AMES mutagenicity, cardiotoxicity, hepatotoxicity). Dataset: herg. (1) The compound is C[C@H](O)c1cn(-c2ccc(F)cc2)c2ccc(Cl)cc12. The result is 0 (non-blocker). (2) The compound is C[NH+]1CCN(C2=Nc3cc(Cl)ccc3Nc3ccccc32)CC1. The result is 1 (blocker). (3) The molecule is CC(C)(O)C(Cl)(Cl)Cl. The result is 1 (blocker). (4) The result is 1 (blocker). The compound is Fc1ccc(C(OCC[NH+]2CC[NH+](CCCc3ccccc3)CC2)c2ccc(F)cc2)cc1. (5) The drug is C[C@H]1CN(C[C@H](Cc2ccccc2)C(=O)NCC(=O)O)CC[C@@]1(C)c1cccc(O)c1. The result is 0 (non-blocker). (6) The compound is CC(CC(c1ccccc1)c1ccccc1)[NH2+]C(C)(C)C. The result is 1 (blocker).